This data is from Reaction yield outcomes from USPTO patents with 853,638 reactions. The task is: Predict the reaction yield, written as a fraction of the theoretical maximum amount of product (1.0 means a 100% yield; for example, 0.34 means a 34% yield). (1) The reactants are [CH3:1][O:2][C:3]1[C:14]2[CH2:13][CH2:12][CH2:11][C:10]=2[N:9]2[C:5](=[N:6][C:7]([CH:15]=[O:16])=[CH:8]2)[N:4]=1.[Br-].[Mg+2].[Br-].[N+:20]([C:23]1[CH:41]=[CH:40][C:26]([CH2:27][O:28][C:29]([C:31]2[N:32]3[CH:35]([S:36][CH:37]=2)[CH:34]([Br:38])[C:33]3=[O:39])=[O:30])=[CH:25][CH:24]=1)([O-:22])=[O:21].[C:42](OC(=O)C)(=[O:44])[CH3:43]. The catalyst is C(OCC)(=O)C.C(N(CC)CC)C.C1COCC1.C(#N)C. The product is [N+:20]([C:23]1[CH:41]=[CH:40][C:26]([CH2:27][O:28][C:29]([C:31]2[N:32]3[CH:35]([S:36][CH:37]=2)[C:34]([CH:15]([O:16][C:42](=[O:44])[CH3:43])[C:7]2[N:6]=[C:5]4[N:9]([C:10]5[CH2:11][CH2:12][CH2:13][C:14]=5[C:3]([O:2][CH3:1])=[N:4]4)[CH:8]=2)([Br:38])[C:33]3=[O:39])=[O:30])=[CH:25][CH:24]=1)([O-:22])=[O:21]. The yield is 0.930. (2) The product is [C:17]([O:21][C:22](=[O:23])[C:24]1[CH:25]=[CH:26][CH:27]=[C:28]([C:2]2[C:7]([CH3:8])=[CH:6][CH:5]=[CH:4][N:3]=2)[CH:29]=1)([CH3:20])([CH3:18])[CH3:19]. The reactants are Br[C:2]1[C:7]([CH3:8])=[CH:6][CH:5]=[CH:4][N:3]=1.C([O-])([O-])=O.[K+].[K+].N#N.[C:17]([O:21][C:22]([C:24]1[CH:25]=[C:26](B(O)O)[CH:27]=[CH:28][CH:29]=1)=[O:23])([CH3:20])([CH3:19])[CH3:18].C(Cl)Cl.CS(O)(=O)=O.[OH-].[Na+]. The yield is 0.820. The catalyst is C1(C)C=CC=CC=1.C1C=CC(P(C2C=CC=CC=2)[C-]2C=CC=C2)=CC=1.C1C=CC(P(C2C=CC=CC=2)[C-]2C=CC=C2)=CC=1.Cl[Pd]Cl.[Fe+2].O.